Dataset: Reaction yield outcomes from USPTO patents with 853,638 reactions. Task: Predict the reaction yield, written as a fraction of the theoretical maximum amount of product (1.0 means a 100% yield; for example, 0.34 means a 34% yield). (1) The reactants are [F:1][C:2]1[CH:7]=[CH:6][C:5]([C:8]2[CH:9]=[C:10]3[C:15](=[CH:16][CH:17]=2)[CH:14]=[C:13]([S:18]([O-:20])=[O:19])[CH:12]=[CH:11]3)=[CH:4][CH:3]=1.[Na+].Br[C:23]1[CH:28]=[CH:27][CH:26]=[CH:25][N:24]=1. No catalyst specified. The product is [F:1][C:2]1[CH:7]=[CH:6][C:5]([C:8]2[CH:9]=[C:10]3[C:15](=[CH:16][CH:17]=2)[CH:14]=[C:13]([S:18]([C:23]2[CH:28]=[CH:27][CH:26]=[CH:25][N:24]=2)(=[O:20])=[O:19])[CH:12]=[CH:11]3)=[CH:4][CH:3]=1. The yield is 0.340. (2) The product is [Br:8][C:6]1[CH:7]=[C:2]([N:1]([S:27]([CH3:26])(=[O:29])=[O:28])[S:27]([CH3:26])(=[O:29])=[O:28])[C:3]([NH:9][C:10](=[O:16])[O:11][C:12]([CH3:13])([CH3:15])[CH3:14])=[N:4][CH:5]=1. The catalyst is ClCCl. The reactants are [NH2:1][C:2]1[C:3]([NH:9][C:10](=[O:16])[O:11][C:12]([CH3:15])([CH3:14])[CH3:13])=[N:4][CH:5]=[C:6]([Br:8])[CH:7]=1.C(N(C(C)C)CC)(C)C.[CH3:26][S:27](Cl)(=[O:29])=[O:28]. The yield is 0.520. (3) The reactants are [CH2:1]([Mg]Br)[CH3:2].[CH:5]1([C:8]2[CH:16]=[CH:15][C:11]([C:12]([OH:14])=[O:13])=[CH:10][C:9]=2[CH:17]=[O:18])[CH2:7][CH2:6]1. The product is [CH:5]1([C:8]2[CH:16]=[CH:15][C:11]([C:12]([OH:14])=[O:13])=[CH:10][C:9]=2[CH:17]([OH:18])[CH2:1][CH3:2])[CH2:6][CH2:7]1. The catalyst is C1COCC1. The yield is 0.840. (4) The reactants are FC(F)(F)S([O-])(=O)=O.[CH:9]1([O:15][CH2:16][O:17][CH2:18][CH2:19][C:20]2[CH:25]=[CH:24][C:23]([S+:26]([C:33]3[CH:38]=[CH:37][CH:36]=[CH:35][CH:34]=3)[C:27]3[CH:32]=[CH:31][CH:30]=[CH:29][CH:28]=3)=[CH:22][CH:21]=2)[CH2:14][CH2:13][CH2:12][CH2:11][CH2:10]1.[F:39][C:40]([F:60])([S:56]([O-:59])(=[O:58])=[O:57])[C:41]([F:55])([F:54])[C:42]([F:53])([F:52])[S:43]([N:46]1[CH2:51][CH2:50][CH2:49][CH2:48][CH2:47]1)(=[O:45])=[O:44].[Na+]. The catalyst is CO. The product is [F:60][C:40]([F:39])([S:56]([O-:59])(=[O:57])=[O:58])[C:41]([F:55])([F:54])[C:42]([F:53])([F:52])[S:43]([N:46]1[CH2:47][CH2:48][CH2:49][CH2:50][CH2:51]1)(=[O:44])=[O:45].[CH:9]1([O:15][CH2:16][O:17][CH2:18][CH2:19][C:20]2[CH:25]=[CH:24][C:23]([S+:26]([C:33]3[CH:38]=[CH:37][CH:36]=[CH:35][CH:34]=3)[C:27]3[CH:32]=[CH:31][CH:30]=[CH:29][CH:28]=3)=[CH:22][CH:21]=2)[CH2:14][CH2:13][CH2:12][CH2:11][CH2:10]1. The yield is 0.780. (5) The reactants are [NH2:1][C:2]1[CH:7]=[CH:6][CH:5]=[CH:4][C:3]=1[CH2:8][C:9]([O:11]C)=O.O=[C:14]1[CH2:19][CH2:18][N:17]([C:20]([O:22][C:23]([CH3:26])([CH3:25])[CH3:24])=[O:21])[CH2:16][CH2:15]1.C(O)(=O)C.C(O[BH-](OC(=O)C)OC(=O)C)(=O)C.[Na+]. The catalyst is ClCCl. The product is [O:11]=[C:9]1[CH2:8][C:3]2[C:2](=[CH:7][CH:6]=[CH:5][CH:4]=2)[N:1]1[CH:14]1[CH2:19][CH2:18][N:17]([C:20]([O:22][C:23]([CH3:26])([CH3:25])[CH3:24])=[O:21])[CH2:16][CH2:15]1. The yield is 0.420. (6) The reactants are [CH:1]1([S:4][C:5]2[CH:20]=[CH:19][C:18]([N+:21]([O-:23])=[O:22])=[CH:17][C:6]=2/[CH:7]=[N:8]/[CH2:9][CH2:10][CH2:11][C:12]([O:14][CH2:15][CH3:16])=[O:13])[CH2:3][CH2:2]1.CCN(CC)CC. The catalyst is C(Cl)Cl.Cl[Ti](Cl)(Cl)Cl. The product is [CH:1]1([S:4][C:5]2[CH:20]=[CH:19][C:18]([N+:21]([O-:23])=[O:22])=[CH:17][C:6]=2[CH:7]2[CH:11]([C:12]([O:14][CH2:15][CH3:16])=[O:13])[CH2:10][CH2:9][NH:8]2)[CH2:2][CH2:3]1. The yield is 0.560. (7) The reactants are CC1(C)C(C)(C)OB([C:9]2[CH2:10][CH2:11][N:12]([C:15]([O:17][C:18]([CH3:21])([CH3:20])[CH3:19])=[O:16])[CH2:13][CH:14]=2)O1.C(P(C(C)(C)C)C1C=CC(N(C)C)=CC=1)(C)(C)C.[C:41]([O:45][C:46]([N:48]([C:60]([O:62][C:63]([CH3:66])([CH3:65])[CH3:64])=[O:61])[C:49]1[C:50]([C:56]([O:58][CH3:59])=[O:57])=[N:51][C:52](Br)=[CH:53][N:54]=1)=[O:47])([CH3:44])([CH3:43])[CH3:42].C([O-])([O-])=O.[Na+].[Na+]. The catalyst is C1(C)C=CC=CC=1.C(OCC)(=O)C.Cl[Pd]Cl.O. The product is [C:63]([O:62][C:60]([N:48]([C:46]([O:45][C:41]([CH3:44])([CH3:43])[CH3:42])=[O:47])[C:49]1[C:50]([C:56]([O:58][CH3:59])=[O:57])=[N:51][C:52]([C:9]2[CH2:10][CH2:11][N:12]([C:15]([O:17][C:18]([CH3:19])([CH3:20])[CH3:21])=[O:16])[CH2:13][CH:14]=2)=[CH:53][N:54]=1)=[O:61])([CH3:66])([CH3:65])[CH3:64]. The yield is 0.970.